Dataset: Catalyst prediction with 721,799 reactions and 888 catalyst types from USPTO. Task: Predict which catalyst facilitates the given reaction. (1) The catalyst class is: 31. Reactant: [CH2:1]1[O:7][C@H:6]([CH2:8][OH:9])[C@@H:4]([OH:5])[CH2:3][CH2:2]1.N1C=CN=C1.[C:15]([Si:19](Cl)([C:26]1[CH:31]=[CH:30][CH:29]=[CH:28][CH:27]=1)[C:20]1[CH:25]=[CH:24][CH:23]=[CH:22][CH:21]=1)([CH3:18])([CH3:17])[CH3:16]. Product: [Si:19]([O:9][CH2:8][C@H:6]1[O:7][CH2:1][CH2:2][CH2:3][C@@H:4]1[OH:5])([C:15]([CH3:18])([CH3:17])[CH3:16])([C:26]1[CH:27]=[CH:28][CH:29]=[CH:30][CH:31]=1)[C:20]1[CH:25]=[CH:24][CH:23]=[CH:22][CH:21]=1. (2) Reactant: [CH3:1][Si:2]([CH3:7])([CH3:6])[C:3]#[C:4][CH3:5].[N+:8](=[CH:10][C:11]([O:13][CH2:14][CH3:15])=[O:12])=[N-:9]. Product: [CH2:14]([O:13][C:11]([C:10]1[C:4]([CH3:5])=[C:3]([Si:2]([CH3:7])([CH3:6])[CH3:1])[NH:9][N:8]=1)=[O:12])[CH3:15]. The catalyst class is: 14. (3) The catalyst class is: 20. Reactant: [Cl:1][C:2]1[CH:7]=[C:6]([Cl:8])[CH:5]=[CH:4][C:3]=1[C:9]1[O:10][C:11]2[C:12](=[C:14]([C:18]([O:20]C)=[O:19])[CH:15]=[CH:16][CH:17]=2)[N:13]=1.[OH-].[Na+].Cl. Product: [Cl:1][C:2]1[CH:7]=[C:6]([Cl:8])[CH:5]=[CH:4][C:3]=1[C:9]1[O:10][C:11]2[C:12](=[C:14]([C:18]([OH:20])=[O:19])[CH:15]=[CH:16][CH:17]=2)[N:13]=1. (4) Reactant: [C:1]([C:3]1([C:16]2[CH:21]=[CH:20][CH:19]=[C:18]([F:22])[N:17]=2)[CH2:8][CH2:7][N:6]([C:9]([O:11][C:12]([CH3:15])([CH3:14])[CH3:13])=[O:10])[CH2:5][CH2:4]1)#[N:2].C(N(CC)CC)C.[H][H]. Product: [NH2:2][CH2:1][C:3]1([C:16]2[CH:21]=[CH:20][CH:19]=[C:18]([F:22])[N:17]=2)[CH2:8][CH2:7][N:6]([C:9]([O:11][C:12]([CH3:14])([CH3:15])[CH3:13])=[O:10])[CH2:5][CH2:4]1. The catalyst class is: 94. (5) Reactant: [C:1]([CH:3]1[CH2:8][CH2:7][N:6]([CH2:9][C:10]2([C:16]([O:18][C:19]([CH3:22])([CH3:21])[CH3:20])=[O:17])[CH2:15][CH2:14][O:13][CH2:12][CH2:11]2)[CH2:5][CH2:4]1)#[N:2]. Product: [C:19]([O:18][C:16]([C:10]1([CH2:9][N:6]2[CH2:7][CH2:8][CH:3]([CH2:1][NH2:2])[CH2:4][CH2:5]2)[CH2:15][CH2:14][O:13][CH2:12][CH2:11]1)=[O:17])([CH3:22])([CH3:21])[CH3:20]. The catalyst class is: 94.